Task: Predict the reaction yield, written as a fraction of the theoretical maximum amount of product (1.0 means a 100% yield; for example, 0.34 means a 34% yield).. Dataset: Reaction yield outcomes from USPTO patents with 853,638 reactions (1) The reactants are [OH-].[Na+].[CH2:3]([C@@H:5]1[CH2:9][C@H:8]([OH:10])[CH2:7][C@@H:6]1[C:11]([O:13]CC)=[O:12])[CH3:4]. No catalyst specified. The product is [CH2:3]([C@@H:5]1[CH2:9][C@H:8]([OH:10])[CH2:7][C@@H:6]1[C:11]([OH:13])=[O:12])[CH3:4]. The yield is 1.00. (2) The reactants are C[O:2][C:3]1[CH:4]=[C:5]2[C:10](=[CH:11][CH:12]=1)[C:9]([C:13]([C:15]1[CH:20]=[CH:19][C:18]([O:21][CH2:22][CH2:23][N:24]3[CH2:29][CH2:28][CH2:27][CH2:26][CH2:25]3)=[CH:17][CH:16]=1)=[O:14])=[C:8]([C:30]1[C:35]([F:36])=[CH:34][CH:33]=[C:32]([F:37])[C:31]=1[F:38])[CH:7]=[CH:6]2.B(Br)(Br)Br.N1(CCOC2C=CC(C=O)=CC=2)CCCCC1. No catalyst specified. The product is [OH:2][C:3]1[CH:4]=[C:5]2[C:10](=[CH:11][CH:12]=1)[C:9]([C:13]([C:15]1[CH:16]=[CH:17][C:18]([O:21][CH2:22][CH2:23][N:24]3[CH2:29][CH2:28][CH2:27][CH2:26][CH2:25]3)=[CH:19][CH:20]=1)=[O:14])=[C:8]([C:30]1[C:35]([F:36])=[CH:34][CH:33]=[C:32]([F:37])[C:31]=1[F:38])[CH:7]=[CH:6]2. The yield is 0.880. (3) The reactants are [F:1][C:2]1[CH:7]=[C:6]([I:8])[CH:5]=[CH:4][C:3]=1[CH3:9].[Br:10]N1C(=O)CCC1=O.N(C(C)(C)C#N)=NC(C)(C)C#N. The catalyst is CC(C)=O. The product is [Br:10][CH2:9][C:3]1[CH:4]=[CH:5][C:6]([I:8])=[CH:7][C:2]=1[F:1].[F:1][C:2]1[CH:7]=[C:6]([I:8])[CH:5]=[CH:4][C:3]=1[CH3:9]. The yield is 0.730. (4) The reactants are [CH3:1][C:2]1[C:3]([N+:16]([O-:18])=[O:17])=[C:4]([C:10]([N+:13]([O-:15])=[O:14])=[CH:11][CH:12]=1)[C:5]([O:7][CH2:8][CH3:9])=[O:6].C[C:20]([N:22]([CH3:24])[CH3:23])=O. The catalyst is CN(C=O)C. The product is [CH3:20][N:22]([CH3:24])/[CH:23]=[CH:1]/[C:2]1[C:3]([N+:16]([O-:18])=[O:17])=[C:4]([C:10]([N+:13]([O-:15])=[O:14])=[CH:11][CH:12]=1)[C:5]([O:7][CH2:8][CH3:9])=[O:6]. The yield is 0.580. (5) The reactants are [CH2:1]([N:3]([CH2:25][CH3:26])[C:4](=[O:24])[CH2:5][C:6]1[C:7]([C:17]2[CH:22]=[CH:21][C:20]([OH:23])=[CH:19][CH:18]=2)=[N:8][N:9]2[C:14]([CH3:15])=[CH:13][C:12]([CH3:16])=[N:11][C:10]=12)[CH3:2].[Na+].[I-:28]. The catalyst is CO. The product is [CH2:25]([N:3]([CH2:1][CH3:2])[C:4](=[O:24])[CH2:5][C:6]1[C:7]([C:17]2[CH:18]=[CH:19][C:20]([OH:23])=[C:21]([I:28])[CH:22]=2)=[N:8][N:9]2[C:14]([CH3:15])=[CH:13][C:12]([CH3:16])=[N:11][C:10]=12)[CH3:26]. The yield is 0.450. (6) The reactants are [CH3:1][C:2]([CH3:4])=[O:3].OS(O)(=O)=O.O=[Cr](=O)=O.C[C@H:15]1CC[C@H:18]2[C@H:21]3[C@H:31]([CH2:32][CH2:33][C@:16]12[CH3:17])[C@:29]1([CH3:30])[C:24]([CH2:25][C@@H](O)[CH2:27][CH2:28]1)=CC3.[CH3:35][C:36]([CH3:38])=[O:37]. No catalyst specified. The product is [CH3:25][CH2:24][C@:29]12[CH2:28][CH2:27][C@H:18]3[C@@H:21]([CH2:35][C:36](=[O:37])[C:38]4[C@:16]3([CH3:15])[CH2:17][CH2:4][C:2](=[O:3])[CH:1]=4)[C@@H:31]1[CH2:32][CH2:33][CH2:30]2. The yield is 0.270. (7) The reactants are C(OC(=O)[NH:7][CH:8]([C:18]([N:20]1[CH2:25][CH2:24][CH:23]([CH3:26])[CH2:22][CH2:21]1)=[O:19])[CH2:9][CH2:10][C:11]1[CH:16]=[CH:15][CH:14]=[CH:13][C:12]=1[Cl:17])(C)(C)C.Cl. The catalyst is O1CCOCC1. The product is [ClH:17].[Cl:17][C:12]1[CH:13]=[CH:14][CH:15]=[CH:16][C:11]=1[CH2:10][CH2:9][CH:8]([NH2:7])[C:18]([N:20]1[CH2:21][CH2:22][CH:23]([CH3:26])[CH2:24][CH2:25]1)=[O:19]. The yield is 0.600. (8) The reactants are [H][H].C([N:10](CC1C=CC=CC=1)[C@@H:11]([CH2:26][C:27]1[CH:32]=[C:31]([F:33])[CH:30]=[C:29]([F:34])[CH:28]=1)[C@@H:12]([C@H:14]1[CH2:18][CH2:17][CH2:16][N:15]1[C:19]([O:21][C:22]([CH3:25])([CH3:24])[CH3:23])=[O:20])[OH:13])C1C=CC=CC=1. The catalyst is CO.[OH-].[OH-].[Pd+2]. The product is [NH2:10][C@@H:11]([CH2:26][C:27]1[CH:28]=[C:29]([F:34])[CH:30]=[C:31]([F:33])[CH:32]=1)[C@@H:12]([C@H:14]1[CH2:18][CH2:17][CH2:16][N:15]1[C:19]([O:21][C:22]([CH3:24])([CH3:23])[CH3:25])=[O:20])[OH:13]. The yield is 0.990. (9) The reactants are [N:1]1[C:10]2[C:5](=[CH:6][CH:7]=[CH:8][C:9]=2[NH:11][C:12]([C:14]2[C:18]([CH3:19])=[C:17]([Si](C)(C)C)[NH:16][N:15]=2)=[O:13])[CH:4]=[CH:3][CH:2]=1.CCCC[N+](CCCC)(CCCC)CCCC.[F-].C1COCC1. The catalyst is O. The product is [N:1]1[C:10]2[C:5](=[CH:6][CH:7]=[CH:8][C:9]=2[NH:11][C:12]([C:14]2[C:18]([CH3:19])=[CH:17][NH:16][N:15]=2)=[O:13])[CH:4]=[CH:3][CH:2]=1. The yield is 0.750. (10) The reactants are [O:1]1[CH:5]=[CH:4][CH:3]=[C:2]1[C:6]1[N:14]=[C:13]2[N:8]([C:9](=[O:28])[NH:10][CH:11]=[C:12]2[CH2:15][N:16]2[CH2:21][CH2:20][N:19]([C:22]3[CH:27]=[CH:26][CH:25]=[CH:24][CH:23]=3)[CH2:18][CH2:17]2)[N:7]=1.CO.[C:31]1(P(C2C=CC=CC=2)C2C=CC=CC=2)C=CC=CC=1.N(C(OCC)=O)=NC(OCC)=O. The catalyst is C1COCC1. The product is [O:1]1[CH:5]=[CH:4][CH:3]=[C:2]1[C:6]1[N:14]=[C:13]2[N:8]([C:9](=[O:28])[N:10]([CH3:31])[CH:11]=[C:12]2[CH2:15][N:16]2[CH2:17][CH2:18][N:19]([C:22]3[CH:27]=[CH:26][CH:25]=[CH:24][CH:23]=3)[CH2:20][CH2:21]2)[N:7]=1. The yield is 0.560.